The task is: Predict which catalyst facilitates the given reaction.. This data is from Catalyst prediction with 721,799 reactions and 888 catalyst types from USPTO. (1) Reactant: [N+:1]([C:4]1[CH:12]=[CH:11][CH:10]=[C:9]2[C:5]=1[CH:6]=[N:7][N:8]2[C:13]([O:15][CH3:16])=[O:14])([O-])=O.[BH4-].[Na+]. Product: [NH2:1][C:4]1[CH:12]=[CH:11][CH:10]=[C:9]2[C:5]=1[CH:6]=[N:7][N:8]2[C:13]([O:15][CH3:16])=[O:14]. The catalyst class is: 5. (2) Reactant: C([C:3]1([OH:12])[CH2:11][C:10]2[C:5](=[CH:6][CH:7]=[CH:8][CH:9]=2)[CH2:4]1)=C.O=[O+][O-].O=O.OS([O-])=O.[Na+].S(=O)(O)[O-]. Product: [CH2:4]1[C:5]2[C:10](=[CH:9][CH:8]=[CH:7][CH:6]=2)[CH2:11][C:3]1=[O:12]. The catalyst class is: 24. (3) Reactant: [CH3:1][C:2]1[CH:3]=[CH:4][C:5]([C:8]2[CH:9]=[C:10]([CH:15]=[C:16]([C:18]([N:20]3[CH2:24][CH2:23][CH2:22][CH2:21]3)=[O:19])[CH:17]=2)[C:11]([O:13]C)=[O:12])=[N:6][CH:7]=1.CO.[OH-].[Na+]. Product: [CH3:1][C:2]1[CH:3]=[CH:4][C:5]([C:8]2[CH:9]=[C:10]([CH:15]=[C:16]([C:18]([N:20]3[CH2:24][CH2:23][CH2:22][CH2:21]3)=[O:19])[CH:17]=2)[C:11]([OH:13])=[O:12])=[N:6][CH:7]=1. The catalyst class is: 6. (4) Reactant: [CH3:1][C:2]1[CH:7]=[CH:6][N:5]=[CH:4][N:3]=1.Cl.[N:9](OCC)=[O:10]. Product: [N:5]1[CH:6]=[CH:7][C:2]([CH:1]=[N:9][OH:10])=[N:3][CH:4]=1. The catalyst class is: 14. (5) Reactant: [OH-].[Na+:2].[C:3]([C:5]1[CH:6]=[C:7]([C:15]2[O:19][N:18]=[C:17]([C:20]3[C:21]([CH3:36])=[C:22]4[C:27](=[CH:28][CH:29]=3)[CH2:26][N:25]([CH2:30][C:31]([O:33]CC)=[O:32])[CH2:24][CH2:23]4)[N:16]=2)[CH:8]=[CH:9][C:10]=1[O:11][CH:12]([CH3:14])[CH3:13])#[N:4]. Product: [Na+:2].[C:3]([C:5]1[CH:6]=[C:7]([C:15]2[O:19][N:18]=[C:17]([C:20]3[C:21]([CH3:36])=[C:22]4[C:27](=[CH:28][CH:29]=3)[CH2:26][N:25]([CH2:30][C:31]([O-:33])=[O:32])[CH2:24][CH2:23]4)[N:16]=2)[CH:8]=[CH:9][C:10]=1[O:11][CH:12]([CH3:14])[CH3:13])#[N:4]. The catalyst class is: 8. (6) The catalyst class is: 8. Product: [Cl:1][C:2]1[CH:3]=[CH:4][C:5]([CH2:6][NH:7][C:8]([C:10]2[C:11](=[O:23])[C:12]3[CH:19]=[C:18]([CH2:20][NH:21][CH2:22][CH:28]([OH:30])[CH2:26][Cl:27])[O:17][C:13]=3[N:14]([CH3:16])[CH:15]=2)=[O:9])=[CH:24][CH:25]=1. Reactant: [Cl:1][C:2]1[CH:25]=[CH:24][C:5]([CH2:6][NH:7][C:8]([C:10]2[C:11](=[O:23])[C:12]3[CH:19]=[C:18]([CH2:20][NH:21][CH3:22])[O:17][C:13]=3[N:14]([CH3:16])[CH:15]=2)=[O:9])=[CH:4][CH:3]=1.[CH2:26]([CH:28]1[O:30]C1)[Cl:27]. (7) Reactant: [Cl:1][C:2]1[CH:3]=[C:4]([NH2:9])[C:5]([NH2:8])=[CH:6][CH:7]=1.[N+:10]([C:13]1[C:14]([C:18](O)=O)=[N:15][NH:16][CH:17]=1)([O-:12])=[O:11].[OH-].[NH4+]. Product: [Cl:1][C:2]1[CH:7]=[CH:6][C:5]2[NH:8][C:18]([C:14]3[C:13]([N+:10]([O-:12])=[O:11])=[CH:17][NH:16][N:15]=3)=[N:9][C:4]=2[CH:3]=1. The catalyst class is: 33. (8) Reactant: [F:1][C:2]1[CH:7]=[CH:6][C:5]([C:8]2[N:9]=[C:10]3[C:15]([C:16]([O:18]C)=[O:17])=[N:14][CH:13]=[CH:12][N:11]3[CH:20]=2)=[CH:4][CH:3]=1.O.O.[OH-].[Li+]. Product: [F:1][C:2]1[CH:7]=[CH:6][C:5]([C:8]2[N:9]=[C:10]3[C:15]([C:16]([OH:18])=[O:17])=[N:14][CH:13]=[CH:12][N:11]3[CH:20]=2)=[CH:4][CH:3]=1. The catalyst class is: 12. (9) Reactant: [Cl:1][C:2]1[CH:3]=[C:4]([CH2:9][C:10]#[N:11])[CH:5]=[CH:6][C:7]=1[F:8].B.C1COCC1.CO. Product: [Cl:1][C:2]1[CH:3]=[C:4]([CH2:9][CH2:10][NH2:11])[CH:5]=[CH:6][C:7]=1[F:8]. The catalyst class is: 1. (10) Reactant: [OH:1][C@H:2]1[C@@:6]2([O:9][CH2:8][CH2:7]2)[C@H:5]([N:10]2[CH:15]=[CH:14][C:13](=[O:16])[NH:12][C:11]2=[O:17])[O:4][C@@H:3]1[CH2:18][OH:19].CN1C=CN=C1.Cl[C:27]1[CH:43]=[CH:42][CH:41]=[CH:40][C:28]=1[O:29][P:30](=[N:32][C:33]([CH3:39])([CH3:38])[C:34]([O:36][CH3:37])=[O:35])=[O:31]. Product: [O:17]=[C:11]1[NH:12][C:13](=[O:16])[CH:14]=[CH:15][N:10]1[C@@H:5]1[O:4][C@H:3]([CH2:18][O:19][C:40]2[CH:41]=[CH:42][CH:43]=[CH:27][C:28]=2[O:29][P:30](=[N:32][C:33]([CH3:39])([CH3:38])[C:34]([O:36][CH3:37])=[O:35])=[O:31])[C@@H:2]([OH:1])[C@:6]21[O:9][CH2:8][CH2:7]2. The catalyst class is: 1.